Dataset: Reaction yield outcomes from USPTO patents with 853,638 reactions. Task: Predict the reaction yield, written as a fraction of the theoretical maximum amount of product (1.0 means a 100% yield; for example, 0.34 means a 34% yield). (1) The reactants are [Cl:1][C:2](Cl)([O:4]C(=O)OC(Cl)(Cl)Cl)Cl.N1C=CC=CC=1.[F:19][C:20]([F:35])([F:34])[C:21]1[CH:22]=[C:23]([CH:31]=[CH:32][CH:33]=1)[CH2:24][N:25]1[CH2:30][CH2:29][NH:28][CH2:27][CH2:26]1. The catalyst is O1CCCC1. The product is [F:35][C:20]([F:19])([F:34])[C:21]1[CH:22]=[C:23]([CH:31]=[CH:32][CH:33]=1)[CH2:24][N:25]1[CH2:30][CH2:29][N:28]([C:2]([Cl:1])=[O:4])[CH2:27][CH2:26]1. The yield is 0.280. (2) The reactants are [CH:1](I)([CH3:3])[CH3:2].[NH2:5][CH:6]1[CH2:11][CH2:10][CH:9]([CH2:12][NH:13][C:14](=[O:20])[O:15][C:16]([CH3:19])([CH3:18])[CH3:17])[CH2:8][CH2:7]1.C(N(C(C)C)CC)(C)C. The catalyst is C1COCC1. The product is [CH:1]([NH:5][CH:6]1[CH2:11][CH2:10][CH:9]([CH2:12][NH:13][C:14](=[O:20])[O:15][C:16]([CH3:18])([CH3:17])[CH3:19])[CH2:8][CH2:7]1)([CH3:3])[CH3:2]. The yield is 0.220.